Task: Predict the product of the given reaction.. Dataset: Forward reaction prediction with 1.9M reactions from USPTO patents (1976-2016) (1) Given the reactants C([Si](C(C)(C)C)(C1C=CC=CC=1)[O:6][CH2:7][CH:8]([CH3:39])[O:9][C:10]1[CH:11]=[C:12]([O:28][C:29]2[CH:34]=[CH:33][C:32]([S:35]([CH3:38])(=[O:37])=[O:36])=[CH:31][CH:30]=2)[CH:13]=[C:14]2[C:18]=1[NH:17][C:16]([C:19]1[S:20][CH:21]([CH2:24][C:25]([NH2:27])=[O:26])[CH2:22][N:23]=1)=[CH:15]2)(C)(C)C.[F-].C([N+](CCCC)(CCCC)CCCC)CCC.[Cl-].[NH4+].CO, predict the reaction product. The product is: [OH:6][CH2:7][CH:8]([CH3:39])[O:9][C:10]1[CH:11]=[C:12]([O:28][C:29]2[CH:34]=[CH:33][C:32]([S:35]([CH3:38])(=[O:36])=[O:37])=[CH:31][CH:30]=2)[CH:13]=[C:14]2[C:18]=1[NH:17][C:16]([C:19]1[S:20][CH:21]([CH2:24][C:25]([NH2:27])=[O:26])[CH2:22][N:23]=1)=[CH:15]2. (2) Given the reactants [OH:1][CH2:2][CH2:3][O:4][CH2:5][CH2:6][O:7][CH2:8][CH2:9][OH:10].[H-].[Na+].[C:13]([O:17][C:18]([CH3:21])([CH3:20])[CH3:19])(=[O:16])[CH:14]=[CH2:15], predict the reaction product. The product is: [OH:1][CH2:2][CH2:3][O:4][CH2:5][CH2:6][O:7][CH2:8][CH2:9][O:10][CH2:15][CH2:14][C:13]([O:17][C:18]([CH3:21])([CH3:20])[CH3:19])=[O:16]. (3) Given the reactants C1(C[O:8][C:9]2[N:14]=[CH:13][C:12]([NH:15][C:16](=[O:18])[CH3:17])=[CH:11][CH:10]=2)C=CC=CC=1, predict the reaction product. The product is: [OH:8][C:9]1[N:14]=[CH:13][C:12]([NH:15][C:16](=[O:18])[CH3:17])=[CH:11][CH:10]=1.